This data is from Reaction yield outcomes from USPTO patents with 853,638 reactions. The task is: Predict the reaction yield, written as a fraction of the theoretical maximum amount of product (1.0 means a 100% yield; for example, 0.34 means a 34% yield). (1) The reactants are [CH3:1][C:2]1[O:6][C:5]([C:7]2[CH:12]=[CH:11][CH:10]=[CH:9][CH:8]=2)=[N:4][C:3]=1[CH2:13][O:14][C:15]1[CH:16]=[C:17]([CH:21]=[CH:22][CH:23]=1)[CH2:18][O:19][NH2:20].O=[C:25]([C:32]1[CH:37]=[CH:36][CH:35]=[CH:34][CH:33]=1)[CH2:26][CH2:27][C:28]([O:30][CH3:31])=[O:29].C(O)(=O)C.C([O-])(=O)C.[Na+]. The catalyst is C(OCC)(=O)C.CCCCCC.O.CO. The product is [CH3:1][C:2]1[O:6][C:5]([C:7]2[CH:8]=[CH:9][CH:10]=[CH:11][CH:12]=2)=[N:4][C:3]=1[CH2:13][O:14][C:15]1[CH:16]=[C:17]([CH:21]=[CH:22][CH:23]=1)[CH2:18][O:19]/[N:20]=[C:25](/[C:32]1[CH:33]=[CH:34][CH:35]=[CH:36][CH:37]=1)\[CH2:26][CH2:27][C:28]([O:30][CH3:31])=[O:29]. The yield is 0.610. (2) The reactants are [C:1]12([C:11]3[C:19]4[O:18][C:17]([NH2:20])=[N:16][C:15]=4[CH:14]=[C:13]([C:21]4[N:26]=[CH:25][C:24]([CH:27]=[C:28]5[S:32][C:31](=[O:33])[NH:30][C:29]5=[O:34])=[CH:23][CH:22]=4)[CH:12]=3)[CH2:10][CH:5]3[CH2:6][CH:7]([CH2:9][CH:3]([CH2:4]3)[CH2:2]1)[CH2:8]2.N1C=CC=CC=1.[C:41](OC(=O)C)(=[O:43])[CH3:42].CCCCCC. The catalyst is CN(C)C1C=CN=CC=1.O1CCCC1. The product is [C:1]12([C:11]3[C:19]4[O:18][C:17]([NH:20][C:41](=[O:43])[CH3:42])=[N:16][C:15]=4[CH:14]=[C:13]([C:21]4[CH:22]=[CH:23][C:24]([CH:27]=[C:28]5[S:32][C:31](=[O:33])[NH:30][C:29]5=[O:34])=[CH:25][N:26]=4)[CH:12]=3)[CH2:2][CH:3]3[CH2:9][CH:7]([CH2:6][CH:5]([CH2:4]3)[CH2:10]1)[CH2:8]2. The yield is 0.100. (3) The reactants are [NH:1]1[C:5]2[CH:6]=[CH:7][C:8]([C:10]([OH:12])=O)=[CH:9][C:4]=2[N:3]=[CH:2]1.[C:13]1([C:18]2[CH:19]=[CH:20][C:21]3[CH2:22][C@H:23]4[C@@H:28]([C:29]=3[CH:30]=2)[CH2:27][CH2:26][CH2:25][NH:24]4)[CH2:17][CH2:16][CH2:15][CH:14]=1. No catalyst specified. The product is [N:1]1[C:5]2[CH:6]=[CH:7][C:8]([C:10]([N:24]3[CH2:25][CH2:26][CH2:27][C@@H:28]4[C:29]5[CH:30]=[C:18]([C:13]6[CH2:17][CH2:16][CH2:15][CH:14]=6)[CH:19]=[CH:20][C:21]=5[CH2:22][C@H:23]34)=[O:12])=[CH:9][C:4]=2[NH:3][CH:2]=1. The yield is 0.490. (4) The reactants are [NH:1]1[C:9]2[C:4](=[CH:5][CH:6]=[C:7]([C:10](O)=[O:11])[CH:8]=2)[CH:3]=[CH:2]1.C1COCC1.[H-].[Al+3].[Li+].[H-].[H-].[H-].C(OCC)(=O)C. The catalyst is O.CO. The product is [NH:1]1[C:9]2[C:4](=[CH:5][CH:6]=[C:7]([CH2:10][OH:11])[CH:8]=2)[CH:3]=[CH:2]1. The yield is 0.960.